Dataset: Catalyst prediction with 721,799 reactions and 888 catalyst types from USPTO. Task: Predict which catalyst facilitates the given reaction. (1) Reactant: CN(C(ON1N=NC2C=CC=NC1=2)=[N+](C)C)C.F[P-](F)(F)(F)(F)F.CN1CCOCC1.[C:32]([NH:39][C@@H:40]([C:44]([OH:46])=O)[CH:41]([CH3:43])[CH3:42])([O:34][C:35]([CH3:38])([CH3:37])[CH3:36])=[O:33].[NH2:47][C:48]1[C:52]2[CH:53]=[C:54]([F:57])[CH:55]=[CH:56][C:51]=2[O:50][C:49]=1[C:58]([NH2:60])=[O:59]. Product: [C:58]([C:49]1[O:50][C:51]2[CH:56]=[CH:55][C:54]([F:57])=[CH:53][C:52]=2[C:48]=1[NH:47][C:44](=[O:46])[C@H:40]([NH:39][C:32](=[O:33])[O:34][C:35]([CH3:36])([CH3:37])[CH3:38])[CH:41]([CH3:42])[CH3:43])(=[O:59])[NH2:60]. The catalyst class is: 2. (2) Reactant: [C:1]([OH:7])([C:3]([F:6])([F:5])[F:4])=[O:2].C(OC([N:15]1[CH2:19][CH2:18][CH2:17][C@H:16]1[C:20]1[NH:21][CH:22]=[C:23]([C:25]2[CH:30]=[CH:29][C:28]([C:31]3[CH:36]=[CH:35][C:34]([C:37]#[C:38][C:39]4[NH:43][C:42]([C@@H:44]5[CH2:48][CH2:47][CH2:46][N:45]5C(OC(C)(C)C)=O)=[N:41][CH:40]=4)=[CH:33][CH:32]=3)=[CH:27][CH:26]=2)[N:24]=1)=O)(C)(C)C. Product: [C:1]([OH:7])([C:3]([F:6])([F:5])[F:4])=[O:2].[NH:45]1[CH2:46][CH2:47][CH2:48][C@H:44]1[C:42]1[NH:43][C:39]([C:38]#[C:37][C:34]2[CH:35]=[CH:36][C:31]([C:28]3[CH:29]=[CH:30][C:25]([C:23]4[N:24]=[C:20]([C@@H:16]5[CH2:17][CH2:18][CH2:19][NH:15]5)[NH:21][CH:22]=4)=[CH:26][CH:27]=3)=[CH:32][CH:33]=2)=[CH:40][N:41]=1. The catalyst class is: 26. (3) Reactant: Br[C:2]1[CH:7]=[CH:6][C:5]([CH3:8])=[CH:4][C:3]=1[O:9][CH3:10].C([Li])(C)(C)C.[B:16](OC)([O:19]C)[O:17]C. Product: [CH3:10][O:9][C:3]1[CH:4]=[C:5]([CH3:8])[CH:6]=[CH:7][C:2]=1[B:16]([OH:19])[OH:17]. The catalyst class is: 1. (4) Reactant: [NH2:1][C:2]1[CH:31]=[CH:30][C:5]2[CH2:6][CH2:7][CH2:8][CH:9]([N:11]([CH2:19][C@H:20]([OH:29])[CH2:21][O:22][C:23]3[CH:28]=[CH:27][CH:26]=[CH:25][CH:24]=3)[CH2:12][C:13]3[CH:18]=[CH:17][CH:16]=[CH:15][CH:14]=3)[CH2:10][C:4]=2[CH:3]=1.Cl[C:33]([O:35][CH3:36])=[O:34].N1C=CC=CC=1.C(=O)([O-])O.[Na+]. Product: [CH3:36][O:35][C:33]([NH:1][C:2]1[CH:31]=[CH:30][C:5]2[CH2:6][CH2:7][CH2:8][CH:9]([N:11]([CH2:19][C@H:20]([OH:29])[CH2:21][O:22][C:23]3[CH:28]=[CH:27][CH:26]=[CH:25][CH:24]=3)[CH2:12][C:13]3[CH:18]=[CH:17][CH:16]=[CH:15][CH:14]=3)[CH2:10][C:4]=2[CH:3]=1)=[O:34]. The catalyst class is: 119. (5) Reactant: [C:1](#[N:4])[CH:2]=C.[CH:5]([C:7]1[NH:8][CH:9]=CN=1)=C.[CH3:12][C:13](N=N[C:13]([C:15]#[N:16])(C)[CH3:12])([C:15]#[N:16])C.CO. Product: [CH:1]([N:4]1[CH:5]=[CH:7][N:8]=[CH:9]1)=[CH2:2].[C:15](#[N:16])[CH:13]=[CH2:12]. The catalyst class is: 44. (6) Reactant: [F:1][C:2]1[CH:24]=[CH:23][C:5]([O:6][C:7]2[CH:15]=[C:14]([C:16]([F:22])([F:21])[C:17]([F:20])([F:19])[F:18])[CH:13]=[CH:12][C:8]=2[C:9](O)=[O:10])=[C:4]([O:25][CH3:26])[CH:3]=1.[NH2:27][C:28]1[CH:40]=[CH:39][C:31]([C:32]([O:34]C(C)(C)C)=[O:33])=[CH:30][CH:29]=1.CN(C(ON1N=NC2C=CC=NC1=2)=[N+](C)C)C.F[P-](F)(F)(F)(F)F.CN1CCOCC1.C(O)(C(F)(F)F)=O. Product: [F:1][C:2]1[CH:24]=[CH:23][C:5]([O:6][C:7]2[CH:15]=[C:14]([C:16]([F:21])([F:22])[C:17]([F:20])([F:19])[F:18])[CH:13]=[CH:12][C:8]=2[C:9]([NH:27][C:28]2[CH:29]=[CH:30][C:31]([C:32]([OH:34])=[O:33])=[CH:39][CH:40]=2)=[O:10])=[C:4]([O:25][CH3:26])[CH:3]=1. The catalyst class is: 656.